From a dataset of Merck oncology drug combination screen with 23,052 pairs across 39 cell lines. Regression. Given two drug SMILES strings and cell line genomic features, predict the synergy score measuring deviation from expected non-interaction effect. (1) Drug 1: CCC1(O)CC2CN(CCc3c([nH]c4ccccc34)C(C(=O)OC)(c3cc4c(cc3OC)N(C)C3C(O)(C(=O)OC)C(OC(C)=O)C5(CC)C=CCN6CCC43C65)C2)C1. Drug 2: CS(=O)(=O)CCNCc1ccc(-c2ccc3ncnc(Nc4ccc(OCc5cccc(F)c5)c(Cl)c4)c3c2)o1. Cell line: DLD1. Synergy scores: synergy=36.6. (2) Drug 1: C#Cc1cccc(Nc2ncnc3cc(OCCOC)c(OCCOC)cc23)c1. Drug 2: CC(C)CC(NC(=O)C(Cc1ccccc1)NC(=O)c1cnccn1)B(O)O. Cell line: T47D. Synergy scores: synergy=-42.7. (3) Drug 1: N.N.O=C(O)C1(C(=O)O)CCC1.[Pt]. Drug 2: N#Cc1ccc(Cn2cncc2CN2CCN(c3cccc(Cl)c3)C(=O)C2)cc1. Cell line: COLO320DM. Synergy scores: synergy=-4.15. (4) Synergy scores: synergy=-22.5. Cell line: ZR751. Drug 2: O=C(NOCC(O)CO)c1ccc(F)c(F)c1Nc1ccc(I)cc1F. Drug 1: N.N.O=C(O)C1(C(=O)O)CCC1.[Pt]. (5) Drug 1: O=S1(=O)NC2(CN1CC(F)(F)F)C1CCC2Cc2cc(C=CCN3CCC(C(F)(F)F)CC3)ccc2C1. Drug 2: CCC1=CC2CN(C1)Cc1c([nH]c3ccccc13)C(C(=O)OC)(c1cc3c(cc1OC)N(C)C1C(O)(C(=O)OC)C(OC(C)=O)C4(CC)C=CCN5CCC31C54)C2. Cell line: A427. Synergy scores: synergy=-10.0. (6) Drug 1: N.N.O=C(O)C1(C(=O)O)CCC1.[Pt]. Drug 2: Cn1cc(-c2cnn3c(N)c(Br)c(C4CCCNC4)nc23)cn1. Cell line: LNCAP. Synergy scores: synergy=-10.6. (7) Drug 1: NC1(c2ccc(-c3nc4ccn5c(=O)[nH]nc5c4cc3-c3ccccc3)cc2)CCC1. Drug 2: COC1CC2CCC(C)C(O)(O2)C(=O)C(=O)N2CCCCC2C(=O)OC(C(C)CC2CCC(OP(C)(C)=O)C(OC)C2)CC(=O)C(C)C=C(C)C(O)C(OC)C(=O)C(C)CC(C)C=CC=CC=C1C. Cell line: SW620. Synergy scores: synergy=22.7. (8) Drug 1: O=P1(N(CCCl)CCCl)NCCCO1. Drug 2: CNC(=O)c1cc(Oc2ccc(NC(=O)Nc3ccc(Cl)c(C(F)(F)F)c3)cc2)ccn1. Cell line: OCUBM. Synergy scores: synergy=6.21. (9) Drug 1: CN(C)C(=N)N=C(N)N. Drug 2: CS(=O)(=O)CCNCc1ccc(-c2ccc3ncnc(Nc4ccc(OCc5cccc(F)c5)c(Cl)c4)c3c2)o1. Cell line: A427. Synergy scores: synergy=-13.6. (10) Drug 1: COC1=C2CC(C)CC(OC)C(O)C(C)C=C(C)C(OC(N)=O)C(OC)C=CC=C(C)C(=O)NC(=CC1=O)C2=O. Drug 2: CCc1cnn2c(NCc3ccc[n+]([O-])c3)cc(N3CCCCC3CCO)nc12. Cell line: LNCAP. Synergy scores: synergy=33.2.